From a dataset of Full USPTO retrosynthesis dataset with 1.9M reactions from patents (1976-2016). Predict the reactants needed to synthesize the given product. (1) Given the product [CH2:1]([O:8][C:9]1[C:10]([NH2:23])=[N:11][CH:12]=[C:13]([O:15][C:16]2[CH:21]=[CH:20][CH:19]=[CH:18][C:17]=2[Cl:22])[CH:14]=1)[C:2]1[CH:7]=[CH:6][CH:5]=[CH:4][CH:3]=1, predict the reactants needed to synthesize it. The reactants are: [CH2:1]([O:8][C:9]1[C:10]([N+:23]([O-])=O)=[N:11][CH:12]=[C:13]([O:15][C:16]2[CH:21]=[CH:20][CH:19]=[CH:18][C:17]=2[Cl:22])[CH:14]=1)[C:2]1[CH:7]=[CH:6][CH:5]=[CH:4][CH:3]=1. (2) Given the product [CH2:1]([O:8][C:9]([N:11]1[CH:25]=[CH:24][N:15]([CH2:16][C:17]2[CH:18]=[CH:19][C:20]([F:23])=[CH:21][CH:22]=2)[C:13](=[O:14])[CH2:12]1)=[O:10])[C:2]1[CH:3]=[CH:4][CH:5]=[CH:6][CH:7]=1, predict the reactants needed to synthesize it. The reactants are: [CH2:1]([O:8][C:9]([NH:11][CH2:12][C:13]([N:15]([CH2:24][CH:25](OC)OC)[CH2:16][C:17]1[CH:22]=[CH:21][C:20]([F:23])=[CH:19][CH:18]=1)=[O:14])=[O:10])[C:2]1[CH:7]=[CH:6][CH:5]=[CH:4][CH:3]=1.O.C1(C)C=CC(S(O)(=O)=O)=CC=1.C1(C)C(S(O)(=O)=O)=CC=CC=1. (3) Given the product [CH3:18][O:1][CH:2]1[C@@H:3]2[O:4][C:13]([CH3:15])([CH3:14])[O:6][C@@H:5]2[C@@H:7]([CH2:9][OH:10])[O:8]1, predict the reactants needed to synthesize it. The reactants are: [O:1]=[CH:2][C@@H:3]([C@@H:5]([C@@H:7]([CH2:9][OH:10])[OH:8])[OH:6])[OH:4].CO[C:13](OC)([CH3:15])[CH3:14].[CH3:18]C(C)=O. (4) Given the product [Cl:6][C:7]1[CH:8]=[C:9]([C:14]2[N:18]([CH3:19])[N:17]=[C:16]([C:20](=[N:25][NH:24][C:26]([NH:28][C:29]3[CH:38]=[CH:37][C:32]([C:33]([O:35][CH3:36])=[O:34])=[C:31]([N+:39]([O-:41])=[O:40])[CH:30]=3)=[S:27])[CH3:21])[C:15]=2[OH:23])[CH:10]=[CH:11][C:12]=1[Cl:13], predict the reactants needed to synthesize it. The reactants are: CN(C)C=O.[Cl:6][C:7]1[CH:8]=[C:9]([C:14]2[N:18]([CH3:19])[N:17]=[C:16]([C:20](=O)[CH3:21])[C:15]=2[OH:23])[CH:10]=[CH:11][C:12]=1[Cl:13].[NH:24]([C:26]([NH:28][C:29]1[CH:38]=[CH:37][C:32]([C:33]([O:35][CH3:36])=[O:34])=[C:31]([N+:39]([O-:41])=[O:40])[CH:30]=1)=[S:27])[NH2:25].